This data is from Reaction yield outcomes from USPTO patents with 853,638 reactions. The task is: Predict the reaction yield, written as a fraction of the theoretical maximum amount of product (1.0 means a 100% yield; for example, 0.34 means a 34% yield). (1) The reactants are C(OC([N:8]1[CH2:13][CH2:12][CH2:11][C@H:10]([C:14]2[N:18]=[C:17]([C:19]3[CH:24]=[CH:23][C:22]([F:25])=[CH:21][N:20]=3)[O:16][N:15]=2)[CH2:9]1)=O)(C)(C)C.[ClH:26]. The catalyst is C(Cl)Cl. The product is [ClH:26].[F:25][C:22]1[CH:23]=[CH:24][C:19]([C:17]2[O:16][N:15]=[C:14]([C@H:10]3[CH2:11][CH2:12][CH2:13][NH:8][CH2:9]3)[N:18]=2)=[N:20][CH:21]=1. The yield is 1.00. (2) The reactants are [CH2:1]([CH2:3][NH2:4])[OH:2].[O:5]1[CH2:10][CH2:9][CH:8]([O:11][C:12](=[O:42])[NH:13][CH2:14][C@H:15]2[CH2:20][CH2:19][C@H:18]([CH2:21][NH:22][C:23]([C:25]3[C:34]4[C:29](=[CH:30][CH:31]=[CH:32][CH:33]=4)[N:28]=[C:27]([C:35]4[CH:36]=[N:37][C:38](F)=[CH:39][CH:40]=4)[CH:26]=3)=[O:24])[CH2:17][CH2:16]2)[CH2:7][CH2:6]1. The catalyst is N1C=CC=CC=1.C1COCC1. The product is [OH:2][CH2:1][CH2:3][NH:4][C:38]1[N:37]=[CH:36][C:35]([C:27]2[CH:26]=[C:25]([C:23]([NH:22][CH2:21][C@H:18]3[CH2:17][CH2:16][C@H:15]([CH2:14][NH:13][C:12](=[O:42])[O:11][CH:8]4[CH2:7][CH2:6][O:5][CH2:10][CH2:9]4)[CH2:20][CH2:19]3)=[O:24])[C:34]3[C:29](=[CH:30][CH:31]=[CH:32][CH:33]=3)[N:28]=2)=[CH:40][CH:39]=1. The yield is 0.690. (3) The reactants are C([O:3][C:4]([C:6]1([C:9]2[CH:14]=[CH:13][C:12]([C:15]3[CH:20]=[CH:19][C:18]([C:21]4[S:22][C:23]([Cl:39])=[CH:24][C:25]=4[NH:26][C:27]([O:29][C@@H:30]([C:32]4[CH:37]=[CH:36][C:35]([F:38])=[CH:34][CH:33]=4)[CH3:31])=[O:28])=[CH:17][C:16]=3[O:40][CH3:41])=[CH:11][CH:10]=2)[CH2:8][CH2:7]1)=[O:5])C.[OH-].[Na+].O1CCCC1.Cl. The catalyst is C(O)(C)C. The product is [Cl:39][C:23]1[S:22][C:21]([C:18]2[CH:19]=[CH:20][C:15]([C:12]3[CH:13]=[CH:14][C:9]([C:6]4([C:4]([OH:5])=[O:3])[CH2:7][CH2:8]4)=[CH:10][CH:11]=3)=[C:16]([O:40][CH3:41])[CH:17]=2)=[C:25]([NH:26][C:27]([O:29][C@@H:30]([C:32]2[CH:37]=[CH:36][C:35]([F:38])=[CH:34][CH:33]=2)[CH3:31])=[O:28])[CH:24]=1. The yield is 0.510. (4) The reactants are [F:1][C:2]1[CH:7]=[C:6]([C:8]2([OH:12])[CH2:11][O:10][CH2:9]2)[CH:5]=[C:4]([F:13])[C:3]=1[C:14]1[N:19]=[C:18]([C:20]([O:22][CH3:23])=[O:21])[CH:17]=[CH:16][C:15]=1[F:24].[H-].[Na+].[CH3:27]I. The catalyst is CN(C=O)C.O. The product is [F:13][C:4]1[CH:5]=[C:6]([C:8]2([O:12][CH3:27])[CH2:11][O:10][CH2:9]2)[CH:7]=[C:2]([F:1])[C:3]=1[C:14]1[N:19]=[C:18]([C:20]([O:22][CH3:23])=[O:21])[CH:17]=[CH:16][C:15]=1[F:24]. The yield is 0.460. (5) The reactants are Br[C:2]1[CH:3]=[C:4]2[C:9](=[CH:10][C:11]=1[Cl:12])[N:8]([CH3:13])[C:7](=[O:14])[CH2:6][CH2:5]2.[B:15]1([B:15]2[O:19][C:18]([CH3:21])([CH3:20])[C:17]([CH3:23])([CH3:22])[O:16]2)[O:19][C:18]([CH3:21])([CH3:20])[C:17]([CH3:23])([CH3:22])[O:16]1.C([O-])(=O)C.[K+]. The catalyst is O1CCOCC1.CCOC(C)=O.C1C=CC(P(C2C=CC=CC=2)[C-]2C=CC=C2)=CC=1.C1C=CC(P(C2C=CC=CC=2)[C-]2C=CC=C2)=CC=1.Cl[Pd]Cl.[Fe+2]. The product is [Cl:12][C:11]1[CH:10]=[C:9]2[C:4]([CH2:5][CH2:6][C:7](=[O:14])[N:8]2[CH3:13])=[CH:3][C:2]=1[B:15]1[O:19][C:18]([CH3:21])([CH3:20])[C:17]([CH3:23])([CH3:22])[O:16]1. The yield is 0.700. (6) The reactants are [Cl:1][C:2]1[CH:7]=[C:6]([C:8]([NH:10][C:11]2[CH:20]=[C:19]([C:21]3[C:30]4[C:25](=[CH:26][C:27]([O:36][CH2:37][CH3:38])=[C:28]5[O:33][C:32]([CH3:35])([CH3:34])[CH2:31][C:29]5=4)[CH2:24][C:23]([CH3:40])([CH3:39])[N:22]=3)[CH:18]=[CH:17][C:12]=2[C:13]([O:15]C)=[O:14])=[O:9])[CH:5]=[CH:4][N:3]=1.[OH-].[Na+].ClC1C=C(C=CN=1)C(O)=O.S(Cl)(Cl)=O.C(=O)([O-])O.[Na+]. The catalyst is CO.C1(C)C=CC=CC=1.CN(C)C=O.CN(C)C1C=CN=CC=1. The product is [ClH:1].[Cl:1][C:2]1[CH:7]=[C:6]([C:8]([NH:10][C:11]2[CH:20]=[C:19]([C:21]3[C:30]4[C:25](=[CH:26][C:27]([O:36][CH2:37][CH3:38])=[C:28]5[O:33][C:32]([CH3:34])([CH3:35])[CH2:31][C:29]5=4)[CH2:24][C:23]([CH3:39])([CH3:40])[N:22]=3)[CH:18]=[CH:17][C:12]=2[C:13]([OH:15])=[O:14])=[O:9])[CH:5]=[CH:4][N:3]=1. The yield is 0.290. (7) The reactants are [CH3:1][N:2]1[C:6]([C:7]2[CH:8]=[C:9]([C:16]([OH:18])=O)[S:10][C:11]=2[C:12]([F:15])([F:14])[F:13])=[CH:5][CH:4]=[N:3]1.F[P-](F)(F)(F)(F)F.[PH4+].CCN(C(C)C)C(C)C.[NH2:36][C@@H:37]([CH2:50][C:51]1[CH:56]=[CH:55][CH:54]=[CH:53][C:52]=1[C:57]([F:60])([F:59])[F:58])[CH2:38][N:39]1[C:47](=[O:48])[C:46]2[C:41](=[CH:42][CH:43]=[CH:44][CH:45]=2)[C:40]1=[O:49]. The catalyst is C(Cl)Cl. The product is [O:48]=[C:47]1[C:46]2[C:41](=[CH:42][CH:43]=[CH:44][CH:45]=2)[C:40](=[O:49])[N:39]1[CH2:38][C@@H:37]([NH:36][C:16]([C:9]1[S:10][C:11]([C:12]([F:13])([F:14])[F:15])=[C:7]([C:6]2[N:2]([CH3:1])[N:3]=[CH:4][CH:5]=2)[CH:8]=1)=[O:18])[CH2:50][C:51]1[CH:56]=[CH:55][CH:54]=[CH:53][C:52]=1[C:57]([F:59])([F:58])[F:60]. The yield is 0.860. (8) The reactants are Cl[C:2]1[N:7]=[N:6][C:5]([C:8]([NH2:10])=[O:9])=[C:4]([NH:11][C:12]2[CH:17]=[CH:16][C:15]([CH3:18])=[C:14]([CH3:19])[N:13]=2)[CH:3]=1.CC(O)=[O:22].C([O-])(=O)C.[Na+].O. No catalyst specified. The product is [CH3:18][C:15]1[CH:16]=[CH:17][C:12]([NH:11][C:4]2[C:5]([C:8]([NH2:10])=[O:9])=[N:6][NH:7][C:2](=[O:22])[CH:3]=2)=[N:13][C:14]=1[CH3:19]. The yield is 0.260. (9) The reactants are [N:1]1[CH:6]=[CH:5][CH:4]=[CH:3][C:2]=1[C:7]1[N:11]=[C:10]([C:12]2[CH:17]=[C:16](Br)[CH:15]=[CH:14][C:13]=2[O:19][CH3:20])[O:9][N:8]=1. The catalyst is O1CCCC1.C1C=CC([P]([Pd]([P](C2C=CC=CC=2)(C2C=CC=CC=2)C2C=CC=CC=2)([P](C2C=CC=CC=2)(C2C=CC=CC=2)C2C=CC=CC=2)[P](C2C=CC=CC=2)(C2C=CC=CC=2)C2C=CC=CC=2)(C2C=CC=CC=2)C2C=CC=CC=2)=CC=1. The product is [N:1]1[CH:6]=[CH:5][CH:4]=[CH:3][C:2]=1[C:7]1[N:11]=[C:10]([C:12]2[CH:17]=[C:16]([C:2]3[CH:3]=[CH:4][CH:5]=[CH:6][N:1]=3)[CH:15]=[CH:14][C:13]=2[O:19][CH3:20])[O:9][N:8]=1. The yield is 0.130. (10) The reactants are Cl.[NH2:2][C@@H:3]1[CH2:7][CH2:6][CH2:5][C@@H:4]1[NH:8][C:9](=[O:21])[C:10]1[CH:15]=[CH:14][CH:13]=[CH:12][C:11]=1[N:16]1[N:20]=[CH:19][CH:18]=[N:17]1.Cl[C:23]1[S:24][C:25]2[CH:31]=[C:30]([F:32])[CH:29]=[CH:28][C:26]=2[N:27]=1.CCN(C(C)C)C(C)C. The catalyst is CS(C)=O.C(OCC)(=O)C. The product is [NH3:2].[F:32][C:30]1[CH:29]=[CH:28][C:26]2[N:27]=[C:23]([NH:2][C@@H:3]3[CH2:7][CH2:6][CH2:5][C@@H:4]3[NH:8][C:9](=[O:21])[C:10]3[CH:15]=[CH:14][CH:13]=[CH:12][C:11]=3[N:16]3[N:17]=[CH:18][CH:19]=[N:20]3)[S:24][C:25]=2[CH:31]=1. The yield is 0.00100.